Dataset: Reaction yield outcomes from USPTO patents with 853,638 reactions. Task: Predict the reaction yield, written as a fraction of the theoretical maximum amount of product (1.0 means a 100% yield; for example, 0.34 means a 34% yield). (1) The reactants are [F:1][C:2]1[CH:7]=[CH:6][CH:5]=[CH:4][C:3]=1[CH2:8][C:9]([O:11][C@H:12]([C:14]1[CH:19]=[CH:18][CH:17]=[CH:16][CH:15]=1)[CH3:13])=[O:10].[CH2:20]1[CH2:30][CH2:29][N:28]2C(=NC[CH2:26][CH2:27]2)CC1.C(Br)(Br)(Br)Br.N1CCCCC1. The catalyst is C1COCC1.C(OCC)C.C1(C)C=CC=CC=1. The product is [F:1][C:2]1[CH:7]=[CH:6][CH:5]=[CH:4][C:3]=1[C@@H:8]([N:28]1[CH2:27][CH2:26][CH2:20][CH2:30][CH2:29]1)[C:9]([O:11][C@H:12]([C:14]1[CH:15]=[CH:16][CH:17]=[CH:18][CH:19]=1)[CH3:13])=[O:10]. The yield is 0.110. (2) The reactants are [NH2:1][C:2]1[C:3]([C:20]2[O:24][C:23]([C:25](OCC)=[O:26])=[N:22][N:21]=2)=[N:4][C:5]([C:8]2[CH:13]=[CH:12][C:11]([S:14]([CH:17]([CH3:19])[CH3:18])(=[O:16])=[O:15])=[CH:10][CH:9]=2)=[CH:6][N:7]=1.[NH2:30][CH:31]1[CH2:35][CH2:34][N:33](C(OC(C)(C)C)=O)[CH2:32]1. The catalyst is C(O)C. The product is [NH2:1][C:2]1[C:3]([C:20]2[O:24][C:23]([C:25]([NH:30][CH:31]3[CH2:35][CH2:34][NH:33][CH2:32]3)=[O:26])=[N:22][N:21]=2)=[N:4][C:5]([C:8]2[CH:13]=[CH:12][C:11]([S:14]([CH:17]([CH3:19])[CH3:18])(=[O:15])=[O:16])=[CH:10][CH:9]=2)=[CH:6][N:7]=1. The yield is 0.410. (3) The reactants are C(O)(C(F)(F)F)=[O:2].C([O:12][C:13](=[O:44])[CH2:14][O:15][CH2:16][CH2:17][O:18][CH2:19][CH2:20][O:21][CH2:22][CH2:23][O:24][CH2:25][CH2:26][O:27][CH2:28][CH2:29][O:30][CH2:31][CH2:32][NH:33][C:34]([O:36][CH2:37][C:38]1[CH:43]=[CH:42][CH:41]=[CH:40][CH:39]=1)=[O:35])(C)(C)C. The catalyst is C(Cl)Cl. The product is [NH4+:33].[OH-:2].[CH2:37]([O:36][C:34]([NH:33][CH2:32][CH2:31][O:30][CH2:29][CH2:28][O:27][CH2:26][CH2:25][O:24][CH2:23][CH2:22][O:21][CH2:20][CH2:19][O:18][CH2:17][CH2:16][O:15][CH2:14][C:13]([OH:44])=[O:12])=[O:35])[C:38]1[CH:39]=[CH:40][CH:41]=[CH:42][CH:43]=1. The yield is 0.300. (4) The reactants are [CH2:1]([N:4]([S:24]([C:27]1[CH:35]=[C:34]2[C:30]([C:31]([Cl:45])=[CH:32][N:33]2S(C2C=CC=CC=2)(=O)=O)=[CH:29][CH:28]=1)(=[O:26])=[O:25])[CH2:5][CH2:6][NH:7][C:8]([CH:10]1[CH2:15][CH2:14][N:13]([C:16]2[CH:21]=[CH:20][C:19](=[O:22])[N:18]([CH3:23])[N:17]=2)[CH2:12][CH2:11]1)=[O:9])[CH:2]=[CH2:3].[F-].C([N+](CCCC)(CCCC)CCCC)CCC. The catalyst is O1CCCC1. The product is [CH2:1]([N:4]([S:24]([C:27]1[CH:35]=[C:34]2[C:30]([C:31]([Cl:45])=[CH:32][NH:33]2)=[CH:29][CH:28]=1)(=[O:26])=[O:25])[CH2:5][CH2:6][NH:7][C:8]([CH:10]1[CH2:15][CH2:14][N:13]([C:16]2[CH:21]=[CH:20][C:19](=[O:22])[N:18]([CH3:23])[N:17]=2)[CH2:12][CH2:11]1)=[O:9])[CH:2]=[CH2:3]. The yield is 0.620. (5) The reactants are C([O:3][C:4](=[O:16])[C:5]([C:7]1[C:15]2[C:10](=[CH:11][CH:12]=[CH:13][CH:14]=2)[NH:9][CH:8]=1)=[O:6])C.[OH-].[Na+]. The catalyst is C1COCC1.O. The product is [NH:9]1[C:10]2[C:15](=[CH:14][CH:13]=[CH:12][CH:11]=2)[C:7]([C:5](=[O:6])[C:4]([OH:16])=[O:3])=[CH:8]1. The yield is 1.00. (6) The product is [ClH:22].[ClH:21].[CH3:1][O:2][C:3]1[CH:4]=[C:5]2[C:10](=[CH:11][C:12]=1[O:13][CH3:14])[C:9]([CH2:15][CH2:16][CH3:17])=[N:8][C:7]([OH:18])=[C:6]2[CH2:23][C:24]1[C:25]([NH:37][CH3:38])=[N:26][C:27]2[CH:28]=[C:29]3[O:36][CH2:35][O:34][C:30]3=[CH:31][C:32]=2[CH:33]=1. The catalyst is C1(C)C=CC=CC=1.C(Cl)Cl. The yield is 0.0900. The reactants are [CH3:1][O:2][C:3]1[CH:4]=[C:5]2[C:10](=[CH:11][C:12]=1[O:13][CH3:14])[C:9]([CH2:15][CH2:16][CH3:17])=[N:8][C:7]([OH:18])=[CH:6]2.[Li+].[OH-].[ClH:21].[Cl:22][CH2:23][C:24]1[C:25]([NH:37][CH3:38])=[N:26][C:27]2[CH:28]=[C:29]3[O:36][CH2:35][O:34][C:30]3=[CH:31][C:32]=2[CH:33]=1.